Task: Predict the reactants needed to synthesize the given product.. Dataset: Full USPTO retrosynthesis dataset with 1.9M reactions from patents (1976-2016) (1) Given the product [Cl:12][C:13]1[CH:14]=[C:15]2[C:19](=[C:20]([C:29]([OH:31])=[O:30])[C:21]=1[F:22])[NH:18][CH:17]=[CH:16]2, predict the reactants needed to synthesize it. The reactants are: [Li]CCCC.CCCCCC.[Cl:12][C:13]1[CH:14]=[C:15]2[C:19](=[CH:20][C:21]=1[F:22])[NH:18][CH:17]=[CH:16]2.CC([O-])(C)C.[K+].[C:29](=[O:31])=[O:30]. (2) Given the product [CH3:17][N:14]1[CH:15]=[CH:16][C:12]([NH:11][C:19]2[C:28]3[C:23](=[CH:24][CH:25]=[C:26]([O:29][C:5]4[C:4]([C:1](=[O:3])[CH3:2])=[CH:9][CH:8]=[CH:7][N:6]=4)[CH:27]=3)[N:22]=[CH:21][N:20]=2)=[N:13]1, predict the reactants needed to synthesize it. The reactants are: [C:1]([C:4]1[C:5](Cl)=[N:6][CH:7]=[CH:8][CH:9]=1)(=[O:3])[CH3:2].[NH2:11][C:12]1[CH:16]=[CH:15][N:14]([CH3:17])[N:13]=1.Cl[C:19]1[C:28]2[C:23](=[CH:24][CH:25]=[C:26]([OH:29])[CH:27]=2)[N:22]=[CH:21][N:20]=1. (3) Given the product [O:11]=[C:10]1[N:29]2[N:30]=[CH:31][CH:32]=[C:28]2[NH:27][C:13]([C:15]2[CH:16]=[CH:17][C:18]([C:19]([O:21][CH3:22])=[O:20])=[CH:23][CH:24]=2)=[CH:12]1, predict the reactants needed to synthesize it. The reactants are: [N+](C1C=CC(CO[C:10]([CH2:12][C:13]([C:15]2[CH:24]=[CH:23][C:18]([C:19]([O:21][CH3:22])=[O:20])=[CH:17][CH:16]=2)=O)=[O:11])=CC=1)([O-])=O.[NH2:27][C:28]1[CH:32]=[CH:31][NH:30][N:29]=1.